From a dataset of Full USPTO retrosynthesis dataset with 1.9M reactions from patents (1976-2016). Predict the reactants needed to synthesize the given product. Given the product [F:5][C:6]1[CH:11]=[CH:10][N:9]=[C:8]([O:12][CH2:13][C:14]2[CH:15]=[CH:16][C:17]([CH2:20][CH2:21][N+:22]([O-:24])=[O:23])=[CH:18][CH:19]=2)[CH:7]=1, predict the reactants needed to synthesize it. The reactants are: C(O)(=O)C.[F:5][C:6]1[CH:11]=[CH:10][N:9]=[C:8]([O:12][CH2:13][C:14]2[CH:19]=[CH:18][C:17](/[CH:20]=[CH:21]/[N+:22]([O-:24])=[O:23])=[CH:16][CH:15]=2)[CH:7]=1.[BH4-].[Na+].